This data is from Forward reaction prediction with 1.9M reactions from USPTO patents (1976-2016). The task is: Predict the product of the given reaction. (1) Given the reactants [H-].[Na+].Br[CH2:4][C:5]1[CH:10]=[CH:9][C:8]([CH:11]([CH:19]2[CH2:23][CH2:22][CH2:21][CH2:20]2)[C:12]([O:14][C:15]([CH3:18])([CH3:17])[CH3:16])=[O:13])=[CH:7][CH:6]=1.O.[CH3:25][N:26]([CH:28]=[O:29])C, predict the reaction product. The product is: [CH:19]1([CH:11]([C:8]2[CH:9]=[CH:10][C:5]([CH2:4][N:26]3[CH2:25][C:10]4[C:5](=[CH:6][CH:7]=[CH:8][CH:9]=4)[C:28]3=[O:29])=[CH:6][CH:7]=2)[C:12]([O:14][C:15]([CH3:18])([CH3:17])[CH3:16])=[O:13])[CH2:23][CH2:22][CH2:21][CH2:20]1. (2) Given the reactants [C:1]([O:5][C:6](=[O:35])[NH:7][CH:8]([C:17](=[O:34])[NH:18][CH:19]([C:30](=[O:33])[NH:31][CH3:32])[CH2:20][C:21]1[CH:26]=[CH:25][C:24]([N+:27]([O-])=O)=[CH:23][CH:22]=1)[CH2:9][C:10]1[CH:15]=[CH:14][C:13]([OH:16])=[CH:12][CH:11]=1)([CH3:4])([CH3:3])[CH3:2], predict the reaction product. The product is: [C:1]([O:5][C:6](=[O:35])[NH:7][CH:8]([C:17](=[O:34])[NH:18][CH:19]([C:30](=[O:33])[NH:31][CH3:32])[CH2:20][C:21]1[CH:26]=[CH:25][C:24]([NH2:27])=[CH:23][CH:22]=1)[CH2:9][C:10]1[CH:11]=[CH:12][C:13]([OH:16])=[CH:14][CH:15]=1)([CH3:4])([CH3:2])[CH3:3]. (3) Given the reactants Br[C:2]1[CH:11]=[CH:10][C:9]([C:12]([F:15])([F:14])[F:13])=[CH:8][C:3]=1[C:4]([O:6][CH3:7])=[O:5].[CH2:16]([N:23]1[C:31]2[C:26](=[CH:27][C:28]([NH2:32])=[CH:29][CH:30]=2)[CH:25]=[CH:24]1)[C:17]1[CH:22]=[CH:21][CH:20]=[CH:19][CH:18]=1.C(=O)([O-])[O-].[Cs+].[Cs+].C1(C)C=CC=CC=1, predict the reaction product. The product is: [CH2:16]([N:23]1[C:31]2[C:26](=[CH:27][C:28]([NH:32][C:2]3[CH:11]=[CH:10][C:9]([C:12]([F:15])([F:14])[F:13])=[CH:8][C:3]=3[C:4]([O:6][CH3:7])=[O:5])=[CH:29][CH:30]=2)[CH:25]=[CH:24]1)[C:17]1[CH:18]=[CH:19][CH:20]=[CH:21][CH:22]=1. (4) Given the reactants [CH3:1][C:2]1[C:10]2[NH:9][CH:8]=[CH:7][C:6]=2[C:5]([C:11]([OH:13])=[O:12])=[CH:4][CH:3]=1.S(=O)(=O)(O)O.[CH3:19]O, predict the reaction product. The product is: [CH3:1][C:2]1[C:10]2[NH:9][CH:8]=[CH:7][C:6]=2[C:5]([C:11]([O:13][CH3:19])=[O:12])=[CH:4][CH:3]=1.